Task: Predict the reactants needed to synthesize the given product.. Dataset: Full USPTO retrosynthesis dataset with 1.9M reactions from patents (1976-2016) (1) Given the product [C:37]([O:41][C:18](=[O:27])[NH:14][C:2]1[CH:3]=[N:4][CH:5]=[C:6]([CH3:7])[CH:10]=1)([CH3:40])([CH3:39])[CH3:38], predict the reactants needed to synthesize it. The reactants are: C[C:2]1[CH:3]=[N:4][CH:5]=[C:6]([CH:10]=1)[C:7](O)=O.C([N:14]([CH2:18]C)C(C)C)(C)C.C1(P(N=[N+]=[N-])(C2C=CC=CC=2)=[O:27])C=CC=CC=1.[C:37]([OH:41])([CH3:40])([CH3:39])[CH3:38]. (2) The reactants are: C([O:5][C:6](=[O:29])[CH2:7][N:8]1[C:16]2[C:11](=[CH:12][CH:13]=[CH:14][CH:15]=2)[C:10]([CH:17]2[C:21]3[CH:22]=[CH:23][CH:24]=[CH:25][C:20]=3[S:19](=[O:27])(=[O:26])[NH:18]2)=[C:9]1[CH3:28])(C)(C)C.Br[CH2:31][CH2:32][CH2:33][O:34][C:35]1[CH:40]=[CH:39][CH:38]=[CH:37][CH:36]=1. Given the product [O:27]=[S:19]1(=[O:26])[C:20]2[CH:25]=[CH:24][CH:23]=[CH:22][C:21]=2[CH:17]([C:10]2[C:11]3[C:16](=[CH:15][CH:14]=[CH:13][CH:12]=3)[N:8]([CH2:7][C:6]([OH:29])=[O:5])[C:9]=2[CH3:28])[N:18]1[CH2:31][CH2:32][CH2:33][O:34][C:35]1[CH:40]=[CH:39][CH:38]=[CH:37][CH:36]=1, predict the reactants needed to synthesize it. (3) Given the product [CH:2]([C:3]1[CH:4]=[N:5][CH:6]=[C:7]([CH3:9])[CH:8]=1)=[O:1], predict the reactants needed to synthesize it. The reactants are: [OH:1][CH2:2][C:3]1[CH:4]=[N:5][CH:6]=[C:7]([CH3:9])[CH:8]=1. (4) Given the product [NH2:28][C:29]1[S:33][C:32]([C:34]2[C:39]([F:40])=[CH:38][CH:37]=[CH:36][C:35]=2[F:41])=[N:31][C:30]=1[C:42]([NH:1][C:2]1[CH:3]=[N:4][N:5]([CH3:20])[C:6]=1[N:7]1[CH2:11][CH2:10][C@@H:9]([NH2:12])[CH2:8]1)=[O:43], predict the reactants needed to synthesize it. The reactants are: [NH2:1][C:2]1[CH:3]=[N:4][N:5]([CH3:20])[C:6]=1[N:7]1[CH2:11][CH2:10][C@@H:9]([NH:12]C(=O)OC(C)(C)C)[CH2:8]1.C(OC([NH:28][C:29]1[S:33][C:32]([C:34]2[C:39]([F:40])=[CH:38][CH:37]=[CH:36][C:35]=2[F:41])=[N:31][C:30]=1[C:42](O)=[O:43])=O)(C)(C)C.CN(C(ON1N=NC2C=CC=NC1=2)=[N+](C)C)C.F[P-](F)(F)(F)(F)F.